Dataset: NCI-60 drug combinations with 297,098 pairs across 59 cell lines. Task: Regression. Given two drug SMILES strings and cell line genomic features, predict the synergy score measuring deviation from expected non-interaction effect. (1) Drug 1: CC1C(C(=O)NC(C(=O)N2CCCC2C(=O)N(CC(=O)N(C(C(=O)O1)C(C)C)C)C)C(C)C)NC(=O)C3=C4C(=C(C=C3)C)OC5=C(C(=O)C(=C(C5=N4)C(=O)NC6C(OC(=O)C(N(C(=O)CN(C(=O)C7CCCN7C(=O)C(NC6=O)C(C)C)C)C)C(C)C)C)N)C. Drug 2: CCCCC(=O)OCC(=O)C1(CC(C2=C(C1)C(=C3C(=C2O)C(=O)C4=C(C3=O)C=CC=C4OC)O)OC5CC(C(C(O5)C)O)NC(=O)C(F)(F)F)O. Cell line: 786-0. Synergy scores: CSS=47.9, Synergy_ZIP=10.2, Synergy_Bliss=13.3, Synergy_Loewe=8.96, Synergy_HSA=14.3. (2) Drug 1: COC1=CC(=CC(=C1O)OC)C2C3C(COC3=O)C(C4=CC5=C(C=C24)OCO5)OC6C(C(C7C(O6)COC(O7)C8=CC=CS8)O)O. Drug 2: CCC1(CC2CC(C3=C(CCN(C2)C1)C4=CC=CC=C4N3)(C5=C(C=C6C(=C5)C78CCN9C7C(C=CC9)(C(C(C8N6C=O)(C(=O)OC)O)OC(=O)C)CC)OC)C(=O)OC)O.OS(=O)(=O)O. Cell line: IGROV1. Synergy scores: CSS=33.6, Synergy_ZIP=-3.29, Synergy_Bliss=-0.714, Synergy_Loewe=2.72, Synergy_HSA=3.12.